From a dataset of Forward reaction prediction with 1.9M reactions from USPTO patents (1976-2016). Predict the product of the given reaction. (1) Given the reactants Cl.[CH3:2][O:3][C:4]1[CH:5]=[C:6]([C:12]2[C:13]([CH3:25])([CH3:24])[C:14](=[O:23])[N:15]([CH:17]3[CH2:22][CH2:21][NH:20][CH2:19][CH2:18]3)[N:16]=2)[CH:7]=[CH:8][C:9]=1[O:10][CH3:11].[F:26][C:27]1[CH:28]=[C:29]([CH:33]=[CH:34][CH:35]=1)[C:30](Cl)=[O:31], predict the reaction product. The product is: [CH3:2][O:3][C:4]1[CH:5]=[C:6]([C:12]2[C:13]([CH3:25])([CH3:24])[C:14](=[O:23])[N:15]([CH:17]3[CH2:22][CH2:21][N:20]([C:30]([C:29]4[CH:33]=[CH:34][CH:35]=[C:27]([F:26])[CH:28]=4)=[O:31])[CH2:19][CH2:18]3)[N:16]=2)[CH:7]=[CH:8][C:9]=1[O:10][CH3:11]. (2) Given the reactants [O:1]1[CH2:5]CCC1.[CH:6]1([C:9]2[N:14]=[C:13]([C:15]([NH2:17])=O)[CH:12]=[C:11]([C:18]([F:21])([F:20])[F:19])[CH:10]=2)[CH2:8][CH2:7]1.C(N1C=CN=C1)([N:24]1C=CN=C1)=O.N12CCCN=C1CCCCC2.[OH2:45], predict the reaction product. The product is: [CH:6]1([C:9]2[N:14]=[C:13]([C:15]3[NH:24][O:45][C:5](=[O:1])[N:17]=3)[CH:12]=[C:11]([C:18]([F:21])([F:20])[F:19])[CH:10]=2)[CH2:8][CH2:7]1.